From a dataset of Reaction yield outcomes from USPTO patents with 853,638 reactions. Predict the reaction yield, written as a fraction of the theoretical maximum amount of product (1.0 means a 100% yield; for example, 0.34 means a 34% yield). (1) The reactants are [CH:1]1([CH2:6][CH:7]([N:11]2[C:19]3[C:14](=[CH:15][CH:16]=[CH:17][CH:18]=3)[C:13](=[O:20])[C:12]2=[O:21])[C:8](O)=[O:9])[CH2:5][CH2:4][CH2:3][CH2:2]1.[N:22]1C=CC=C[C:23]=1[NH2:28].C([N:32]([CH2:36][CH3:37])[CH:33](C)C)(C)C.F[P-](F)(F)(F)(F)F.N1(O[P+](N(C)C)(N(C)C)N(C)C)C2C=CC=CC=2N=N1. The catalyst is CN(C)C=O.C(OCC)(=O)C. The product is [CH:1]1([CH2:6][CH:7]([N:11]2[C:19]3[C:14](=[CH:15][CH:16]=[CH:17][CH:18]=3)[C:13](=[O:20])[C:12]2=[O:21])[C:8]([NH:28][C:23]2[CH:37]=[CH:36][N:32]([CH3:33])[N:22]=2)=[O:9])[CH2:2][CH2:3][CH2:4][CH2:5]1. The yield is 0.120. (2) The reactants are [F:1][C:2]1[CH:7]=[C:6]([CH2:8][CH2:9][CH2:10][OH:11])[CH:5]=[CH:4][N:3]=1.[CH3:12][S:13](OCCC1C=CN=C(F)C=1)(=[O:15])=[O:14]. No catalyst specified. The product is [CH3:12][S:13]([O:11][CH2:10][CH2:9][CH2:8][C:6]1[CH:5]=[CH:4][N:3]=[C:2]([F:1])[CH:7]=1)(=[O:15])=[O:14]. The yield is 0.690. (3) The reactants are [C:1]([C:3]1[C:11]2[C:6](=[CH:7][C:8]([O:12]C)=[CH:9][CH:10]=2)[N:5]([CH2:14][CH3:15])[C:4]=1[C:16]1[CH:21]=[CH:20][C:19]([NH:22][S:23]([CH3:26])(=[O:25])=[O:24])=[CH:18][CH:17]=1)#[N:2].B(Br)(Br)Br.O. The catalyst is C(Cl)Cl. The product is [C:1]([C:3]1[C:11]2[C:6](=[CH:7][C:8]([OH:12])=[CH:9][CH:10]=2)[N:5]([CH2:14][CH3:15])[C:4]=1[C:16]1[CH:17]=[CH:18][C:19]([NH:22][S:23]([CH3:26])(=[O:24])=[O:25])=[CH:20][CH:21]=1)#[N:2]. The yield is 0.220. (4) The reactants are [Cl:1][C:2]1[CH:3]=[C:4]([CH:9]=[CH:10][C:11]=1[O:12][CH:13]([CH2:16][CH3:17])[CH2:14][CH3:15])[C:5]([NH:7][OH:8])=[NH:6].[CH3:18][C:19]1[CH:27]=[CH:26][CH:25]=[CH:24][C:20]=1[C:21](Cl)=O. The catalyst is N1C=CC=CC=1. The product is [Cl:1][C:2]1[CH:3]=[C:4]([C:5]2[N:6]=[C:18]([C:19]3[CH:27]=[CH:26][CH:25]=[CH:24][C:20]=3[CH3:21])[O:8][N:7]=2)[CH:9]=[CH:10][C:11]=1[O:12][CH:13]([CH2:16][CH3:17])[CH2:14][CH3:15]. The yield is 0.185. (5) The reactants are [Br:1][C:2]1[CH:3]=[CH:4][C:5]2[N:6]([CH:8]=[CH:9][N:10]=2)[N:7]=1.[I:11]N1C(=O)CCC1=O. The catalyst is CO. The product is [Br:1][C:2]1[CH:3]=[CH:4][C:5]2[N:6]([C:8]([I:11])=[CH:9][N:10]=2)[N:7]=1. The yield is 0.610. (6) The reactants are [OH:1][C:2]1[CH:7]=[CH:6][N:5]2[N:8]=[CH:9][C:10]([CH:11]=[O:12])=[C:4]2[CH:3]=1.[CH3:13][C:14](OC(C)=O)=[O:15].CCN(CC)CC. The catalyst is C(Cl)Cl. The product is [C:14]([O:1][C:2]1[CH:7]=[CH:6][N:5]2[N:8]=[CH:9][C:10]([CH:11]=[O:12])=[C:4]2[CH:3]=1)(=[O:15])[CH3:13]. The yield is 0.910.